Dataset: P-glycoprotein inhibition data for predicting drug efflux from Broccatelli et al.. Task: Regression/Classification. Given a drug SMILES string, predict its absorption, distribution, metabolism, or excretion properties. Task type varies by dataset: regression for continuous measurements (e.g., permeability, clearance, half-life) or binary classification for categorical outcomes (e.g., BBB penetration, CYP inhibition). Dataset: pgp_broccatelli. (1) The result is 1 (inhibitor). The compound is C=C(C)[C@@H]1CCC(C)=C[C@@H]1c1c(O)cc(CCCCC)cc1O. (2) The compound is O[C@@H](COc1cccc2ncccc12)CN1CCN(C2c3ccccc3[C@@H]3[C@H](c4ccccc42)C3(F)F)CC1. The result is 1 (inhibitor).